Dataset: Forward reaction prediction with 1.9M reactions from USPTO patents (1976-2016). Task: Predict the product of the given reaction. Given the reactants [CH3:1][O:2][C:3]1[C:8]2[N:9]=[CH:10][S:11][C:7]=2[CH:6]=[CH:5][CH:4]=1.[Li]CCCC.[C:17]([O:21][C:22]([N:24]1[CH2:29][CH2:28][CH:27]([C:30](=[O:35])N(OC)C)[CH2:26][CH2:25]1)=[O:23])([CH3:20])([CH3:19])[CH3:18], predict the reaction product. The product is: [C:17]([O:21][C:22]([N:24]1[CH2:29][CH2:28][CH:27]([C:30]([C:10]2[S:11][C:7]3[CH:6]=[CH:5][CH:4]=[C:3]([O:2][CH3:1])[C:8]=3[N:9]=2)=[O:35])[CH2:26][CH2:25]1)=[O:23])([CH3:20])([CH3:19])[CH3:18].